From a dataset of Reaction yield outcomes from USPTO patents with 853,638 reactions. Predict the reaction yield, written as a fraction of the theoretical maximum amount of product (1.0 means a 100% yield; for example, 0.34 means a 34% yield). (1) The reactants are [CH3:1][O:2][C:3](/[CH:5]=[CH:6]/[C:7]([O:9][CH:10]([CH3:14])C(O)=O)=[O:8])=[O:4].C(Cl)(=O)C(Cl)=O.[CH2:21]([O:23][C:24](=[O:28])CNC)[CH3:22].C(N(C(C)C)CC)(C)C.[CH3:38][N:39]([CH3:42])[CH:40]=[O:41]. The catalyst is ClCCl.CN(C1C=CN=CC=1)C. The product is [C:7]([O:9][CH2:10][CH2:14][C:40](=[O:41])[N:39]([CH2:42][C:24]([O:23][CH2:21][CH3:22])=[O:28])[CH3:38])(=[O:8])/[CH:6]=[CH:5]/[C:3]([O:2][CH3:1])=[O:4]. The yield is 0.390. (2) The yield is 0.770. The reactants are Cl.[F:2][C:3]([F:24])([F:23])[C:4]1[CH:22]=[CH:21][CH:20]=[CH:19][C:5]=1[CH:6]([O:14][CH:15]1[CH2:18][NH:17][CH2:16]1)[C:7]1[CH:12]=[CH:11][C:10]([F:13])=[CH:9][CH:8]=1.C(=O)([O-])[O-].[CH:29]([N:33]=[C:34]=[O:35])([CH2:31][CH3:32])[CH3:30]. The product is [F:24][C:3]([F:2])([F:23])[C:4]1[CH:22]=[CH:21][CH:20]=[CH:19][C:5]=1[CH:6]([O:14][CH:15]1[CH2:18][N:17]([C:34]([NH:33][CH:29]([CH2:31][CH3:32])[CH3:30])=[O:35])[CH2:16]1)[C:7]1[CH:12]=[CH:11][C:10]([F:13])=[CH:9][CH:8]=1. The catalyst is C(Cl)Cl. (3) The reactants are [CH3:1][N:2]([CH3:28])[C:3](=[O:27])[O:4][C:5]1[CH:10]=[CH:9][CH:8]=[C:7]([NH:11][C:12]([C:14]2([CH2:20][C:21]3[CH:26]=[CH:25][CH:24]=[CH:23][CH:22]=3)[CH2:19][CH2:18][NH:17][CH2:16][CH2:15]2)=[O:13])[CH:6]=1.Cl[C:30]1[C:31]2[C:38]([CH3:39])=[CH:37][NH:36][C:32]=2[N:33]=[CH:34][N:35]=1.C(N(CC)C(C)C)(C)C.C(O)(C)C. The catalyst is C(Cl)Cl. The product is [CH3:28][N:2]([CH3:1])[C:3](=[O:27])[O:4][C:5]1[CH:10]=[CH:9][CH:8]=[C:7]([NH:11][C:12]([C:14]2([CH2:20][C:21]3[CH:26]=[CH:25][CH:24]=[CH:23][CH:22]=3)[CH2:15][CH2:16][N:17]([C:30]3[C:31]4[C:38]([CH3:39])=[CH:37][NH:36][C:32]=4[N:33]=[CH:34][N:35]=3)[CH2:18][CH2:19]2)=[O:13])[CH:6]=1. The yield is 0.810. (4) The reactants are O.[OH-].[Li+].[Br:4][C:5]1[CH:14]=[CH:13][C:8]([C:9]([O:11]C)=[O:10])=[CH:7][C:6]=1[O:15][CH2:16][CH2:17][C:18]([F:21])([F:20])[F:19].C(OCC)(=O)C.Cl. The catalyst is O.O1CCCC1. The product is [Br:4][C:5]1[CH:14]=[CH:13][C:8]([C:9]([OH:11])=[O:10])=[CH:7][C:6]=1[O:15][CH2:16][CH2:17][C:18]([F:19])([F:21])[F:20]. The yield is 0.870. (5) The reactants are [Na].[CH3:2][C:3]1[CH:8]=[CH:7][CH:6]=[CH:5][C:4]=1[SH:9].[CH2:10]([O:12][CH:13]([O:16][CH2:17][CH3:18])[CH2:14]Br)[CH3:11]. The catalyst is C(O)C. The product is [CH2:10]([O:12][CH:13]([O:16][CH2:17][CH3:18])[CH2:14][S:9][C:4]1[CH:5]=[CH:6][CH:7]=[CH:8][C:3]=1[CH3:2])[CH3:11]. The yield is 0.820.